Task: Regression. Given a peptide amino acid sequence and an MHC pseudo amino acid sequence, predict their binding affinity value. This is MHC class II binding data.. Dataset: Peptide-MHC class II binding affinity with 134,281 pairs from IEDB The peptide sequence is KCIEWEAAQHGA. The MHC is DRB1_0401 with pseudo-sequence DRB1_0401. The binding affinity (normalized) is 0.517.